This data is from Peptide-MHC class I binding affinity with 185,985 pairs from IEDB/IMGT. The task is: Regression. Given a peptide amino acid sequence and an MHC pseudo amino acid sequence, predict their binding affinity value. This is MHC class I binding data. (1) The peptide sequence is TIDNPTKYIR. The MHC is HLA-A33:01 with pseudo-sequence HLA-A33:01. The binding affinity (normalized) is 0.228. (2) The MHC is HLA-B08:02 with pseudo-sequence HLA-B08:02. The peptide sequence is IKWLWKANK. The binding affinity (normalized) is 0.0847. (3) The peptide sequence is KSCLPACVY. The MHC is HLA-A69:01 with pseudo-sequence HLA-A69:01. The binding affinity (normalized) is 0.0847.